This data is from Forward reaction prediction with 1.9M reactions from USPTO patents (1976-2016). The task is: Predict the product of the given reaction. Given the reactants C1C=CC2N(O)N=NC=2C=1.[CH:11]1([N:17]([C@H:35]2[CH2:40][CH2:39][C@H:38]([CH3:41])[CH2:37][CH2:36]2)[C:18](=[O:34])[NH:19][C:20]2[S:21][C:22]([S:25]([N:28]([CH2:30][C:31](O)=[O:32])[CH3:29])(=[O:27])=[O:26])=[CH:23][N:24]=2)[CH2:16][CH2:15][CH2:14][CH2:13][CH2:12]1.CCN=C=NCCCN(C)C.[CH:53]([N:56](C(C)C)[CH2:57][CH3:58])(C)[CH3:54].C(NCC)C, predict the reaction product. The product is: [CH:11]1([N:17]([C@H:35]2[CH2:36][CH2:37][C@H:38]([CH3:41])[CH2:39][CH2:40]2)[C:18](=[O:34])[NH:19][C:20]2[S:21][C:22]([S:25]([N:28]([CH3:29])[CH2:30][C:31]([N:56]([CH2:57][CH3:58])[CH2:53][CH3:54])=[O:32])(=[O:27])=[O:26])=[CH:23][N:24]=2)[CH2:16][CH2:15][CH2:14][CH2:13][CH2:12]1.